This data is from Reaction yield outcomes from USPTO patents with 853,638 reactions. The task is: Predict the reaction yield, written as a fraction of the theoretical maximum amount of product (1.0 means a 100% yield; for example, 0.34 means a 34% yield). (1) The reactants are [CH2:1]([O:8][C@@H:9]1[C@@H:14]([O:15][CH2:16]C2C=CC=CC=2)[C@H:13]([O:23][CH2:24]C2C=CC=CC=2)[C@@H:12]([CH2:31][O:32][CH2:33]C2C=CC=CC=2)[O:11][C@:10]1([C:41]1[CH:46]=[C:45]([CH2:47][C:48]2[CH:53]=[CH:52][C:51]([CH2:54][CH3:55])=[CH:50][CH:49]=2)[C:44]([Cl:56])=[CH:43][C:42]=1[O:57][CH3:58])O)[C:2]1[CH:7]=[CH:6][CH:5]=[CH:4][CH:3]=1.[CH2:59]([Si](C)(C)C)[CH:60]=[CH2:61]. No catalyst specified. The product is [CH2:59]([C@:10]1([C:41]2[CH:46]=[C:45]([CH2:47][C:48]3[CH:49]=[CH:50][C:51]([CH2:54][CH3:55])=[CH:52][CH:53]=3)[C:44]([Cl:56])=[CH:43][C:42]=2[O:57][CH3:58])[C@H:9]([O:8][CH2:1][C:2]2[CH:3]=[CH:4][CH:5]=[CH:6][CH:7]=2)[C@@H:14]([O:15][CH2:16][C:2]2[CH:7]=[CH:6][CH:5]=[CH:4][CH:3]=2)[C@H:13]([O:23][CH2:24][C:41]2[CH:46]=[CH:45][CH:44]=[CH:43][CH:42]=2)[C@@H:12]([CH2:31][O:32][CH2:33][C:48]2[CH:53]=[CH:52][CH:51]=[CH:50][CH:49]=2)[O:11]1)[CH:60]=[CH2:61]. The yield is 0.800. (2) The reactants are [CH2:1]([N:5]1[C:13]2[N:12]=[CH:11][NH:10][C:9]=2[C:8](=O)[NH:7][C:6]1=[S:15])[CH:2]([CH3:4])[CH3:3].COC1C=CC(P2(SP(C3C=CC(OC)=CC=3)(=S)S2)=[S:25])=CC=1. The catalyst is C1(C)C=CC=CC=1. The product is [CH2:1]([N:5]1[C:13]2[N:12]=[CH:11][NH:10][C:9]=2[C:8](=[S:25])[NH:7][C:6]1=[S:15])[CH:2]([CH3:4])[CH3:3]. The yield is 0.730. (3) The reactants are [CH3:1][O:2][C:3]([C:5]1[CH:13]=[C:12]2[C:8]([CH:9]=[CH:10][NH:11]2)=[CH:7][CH:6]=1)=[O:4].[N+:14]([C:17]1[CH:18]=[C:19]([CH:22]=[CH:23][CH:24]=1)[CH2:20]Br)([O-:16])=[O:15].C([O-])([O-])=O.[K+].[K+]. The catalyst is CN(C=O)C.C(OCC)(=O)C. The product is [CH3:1][O:2][C:3]([C:5]1[CH:13]=[C:12]2[C:8]([CH:9]=[CH:10][N:11]2[CH2:20][C:19]2[CH:22]=[CH:23][CH:24]=[C:17]([N+:14]([O-:16])=[O:15])[CH:18]=2)=[CH:7][CH:6]=1)=[O:4]. The yield is 0.760. (4) The reactants are [F:1][C:2]1[CH:7]=[CH:6][C:5]([F:8])=[CH:4][C:3]=1[N:9]1[CH:13]=[C:12]([C:14]2[N:15]=[C:16]3[C:22]([CH:23]=[O:24])=[CH:21][N:20]([CH2:25][O:26][CH2:27][CH2:28][Si:29]([CH3:32])([CH3:31])[CH3:30])[C:17]3=[N:18][CH:19]=2)[N:11]=[CH:10]1.S(=O)(=O)([OH:35])N.Cl([O-])=O.[Na+].OP([O-])(O)=O.[K+]. The catalyst is O1CCOCC1.O. The product is [F:1][C:2]1[CH:7]=[CH:6][C:5]([F:8])=[CH:4][C:3]=1[N:9]1[CH:13]=[C:12]([C:14]2[N:15]=[C:16]3[C:22]([C:23]([OH:35])=[O:24])=[CH:21][N:20]([CH2:25][O:26][CH2:27][CH2:28][Si:29]([CH3:32])([CH3:31])[CH3:30])[C:17]3=[N:18][CH:19]=2)[N:11]=[CH:10]1. The yield is 0.740. (5) The reactants are C(S)CCS.N([CH2:9][CH2:10][O:11][CH2:12][CH2:13][NH:14][C:15]1[N:16]=[N+:17]([O-:25])[C:18]2[CH:24]=[CH:23][CH:22]=[CH:21][C:19]=2[N:20]=1)=[N+]=[N-].CC[N:28]([CH2:31]C)CC.[C:44]([O:43]C(OC([O:43][C:44]([CH3:47])([CH3:46])[CH3:45])=O)=O)([CH3:47])([CH3:46])[CH3:45].C[OH:49]. The catalyst is C1COCC1. The product is [C:44]([O:43][NH:28][C:31]([CH2:9][CH2:10][O:11][CH2:12][CH2:13][NH:14][C:15]1[N:16]=[N+:17]([O-:25])[C:18]2[CH:24]=[CH:23][CH:22]=[CH:21][C:19]=2[N:20]=1)=[O:49])([CH3:45])([CH3:46])[CH3:47]. The yield is 0.930. (6) The reactants are FC(F)(F)C([O:5][CH2:6][CH2:7][CH2:8][C:9]1[CH:14]=[CH:13][C:12]([O:15][CH3:16])=[CH:11][C:10]=1[NH:17][C:18]1[C:27]([NH:28][S:29]([CH:32]2[CH2:37][CH2:36][NH:35][CH2:34][CH2:33]2)(=[O:31])=[O:30])=[N:26][C:25]2[C:20](=[CH:21][CH:22]=[CH:23][CH:24]=2)[N:19]=1)=O.[OH-].[K+].CCOC(C)=O.[ClH:48]. The catalyst is CCOCC.O. The product is [ClH:48].[OH:5][CH2:6][CH2:7][CH2:8][C:9]1[CH:14]=[CH:13][C:12]([O:15][CH3:16])=[CH:11][C:10]=1[NH:17][C:18]1[C:27]([NH:28][S:29]([CH:32]2[CH2:33][CH2:34][NH:35][CH2:36][CH2:37]2)(=[O:30])=[O:31])=[N:26][C:25]2[C:20]([N:19]=1)=[CH:21][CH:22]=[CH:23][CH:24]=2. The yield is 0.120.